From a dataset of Catalyst prediction with 721,799 reactions and 888 catalyst types from USPTO. Predict which catalyst facilitates the given reaction. (1) Reactant: [N:1]1[C:10]2[NH:9][C:8]3[CH:11]=[C:12]([CH2:15][C:16]([NH2:18])=[NH:17])[CH:13]=[CH:14][C:7]=3[S:6][C:5]=2[N:4]=[CH:3][CH:2]=1.[ClH:19]. Product: [ClH:19].[N:1]1[C:10]2[NH:9][C:8]3[CH:11]=[C:12]([CH2:15][C:16]([NH2:18])=[NH:17])[CH:13]=[CH:14][C:7]=3[S:6][C:5]=2[N:4]=[CH:3][CH:2]=1. The catalyst class is: 125. (2) Reactant: [Cl:1][C:2]1[CH:7]=[C:6]([C:8]2[CH:13]=[N:12][CH:11]=[C:10]([CH3:14])[N:9]=2)[CH:5]=[CH:4][C:3]=1[C:15]1[C:27](=[O:28])[N:26]([CH2:29][CH2:30][CH:31]2[CH2:35][CH2:34][CH2:33][N:32]2C(OCC2C=CC=CC=2)=O)[C:18]2[N:19]=[C:20]([NH:23][CH2:24][CH3:25])[N:21]=[CH:22][C:17]=2[CH:16]=1.Cl. Product: [Cl:1][C:2]1[CH:7]=[C:6]([C:8]2[CH:13]=[N:12][CH:11]=[C:10]([CH3:14])[N:9]=2)[CH:5]=[CH:4][C:3]=1[C:15]1[C:27](=[O:28])[N:26]([CH2:29][CH2:30][CH:31]2[CH2:35][CH2:34][CH2:33][NH:32]2)[C:18]2[N:19]=[C:20]([NH:23][CH2:24][CH3:25])[N:21]=[CH:22][C:17]=2[CH:16]=1. The catalyst class is: 12. (3) Product: [Br:1][C:2]1[CH:3]=[C:4]2[C:9](=[CH:10][CH:11]=1)[N:8]=[CH:7][C:6]([N+:12]([O-:14])=[O:13])=[C:5]2[NH:16][C:17]1[CH:18]=[CH:19][C:20]([C:23]([CH3:27])([CH3:26])[C:24]#[N:25])=[CH:21][CH:22]=1. The catalyst class is: 15. Reactant: [Br:1][C:2]1[CH:3]=[C:4]2[C:9](=[CH:10][CH:11]=1)[N:8]=[CH:7][C:6]([N+:12]([O-:14])=[O:13])=[C:5]2Cl.[NH2:16][C:17]1[CH:22]=[CH:21][C:20]([C:23]([CH3:27])([CH3:26])[C:24]#[N:25])=[CH:19][CH:18]=1.O. (4) Reactant: [Cl:1][C:2]1[CH:3]=[C:4]([NH:17][C:18]2[C:27]3[C:22](=[CH:23][CH:24]=[C:25]([C:28]4[O:29][C:30]([CH:33]=O)=[CH:31][CH:32]=4)[CH:26]=3)[N:21]=[CH:20][N:19]=2)[CH:5]=[CH:6][C:7]=1[O:8][CH2:9][C:10]1[CH:15]=[CH:14][CH:13]=[C:12]([F:16])[CH:11]=1.Cl.[N+:36]([C:39]1[CH:44]=[CH:43][C:42]([CH2:45][CH2:46][NH2:47])=[CH:41][CH:40]=1)([O-:38])=[O:37].C(N(C(C)C)CC)(C)C.C(O[BH-](OC(=O)C)OC(=O)C)(=O)C.[Na+].C(=O)([O-])[O-].[Na+].[Na+]. Product: [Cl:1][C:2]1[CH:3]=[C:4]([NH:17][C:18]2[C:27]3[C:22](=[CH:23][CH:24]=[C:25]([C:28]4[O:29][C:30]([CH2:33][NH:47][CH2:46][CH2:45][C:42]5[CH:41]=[CH:40][C:39]([N+:36]([O-:38])=[O:37])=[CH:44][CH:43]=5)=[CH:31][CH:32]=4)[CH:26]=3)[N:21]=[CH:20][N:19]=2)[CH:5]=[CH:6][C:7]=1[O:8][CH2:9][C:10]1[CH:15]=[CH:14][CH:13]=[C:12]([F:16])[CH:11]=1. The catalyst class is: 7. (5) Reactant: [Cl:1][C:2]1[S:6][C:5]([S:7]([NH:10][C:11]2[C:19]3[C:14](=[C:15]([F:22])[CH:16]=[CH:17][C:18]=3[O:20]C)[N:13]([CH2:23][C:24]3[CH:25]=[C:26]([CH:30]=[CH:31][CH:32]=3)[C:27]([NH2:29])=[O:28])[N:12]=2)(=[O:9])=[O:8])=[CH:4][CH:3]=1.B(Br)(Br)Br.C(=O)(O)[O-].[Na+]. Product: [Cl:1][C:2]1[S:6][C:5]([S:7]([NH:10][C:11]2[C:19]3[C:14](=[C:15]([F:22])[CH:16]=[CH:17][C:18]=3[OH:20])[N:13]([CH2:23][C:24]3[CH:25]=[C:26]([CH:30]=[CH:31][CH:32]=3)[C:27]([NH2:29])=[O:28])[N:12]=2)(=[O:9])=[O:8])=[CH:4][CH:3]=1. The catalyst class is: 2. (6) Reactant: [C:1]([O:9][C@@H:10]([CH2:89][C:90]([Br:92])=[CH2:91])[CH2:11][CH2:12][C@@:13]12[O:88][C@@H:16]3[C@H:17]4[C@@H:22]([O:23][C@@H:15]3[CH2:14]1)[C@@H:21]([O:24]2)[C@H:20]1[O:25][C@@H:26]([CH2:29][C:30](=[O:87])[CH:31]([C@@H:41]2[C@@H:45]([O:46][CH3:47])[C@@H:44]([CH2:48][C@H:49]([O:59][Si:60]([C:63]([CH3:66])([CH3:65])[CH3:64])([CH3:62])[CH3:61])[CH2:50][O:51][Si:52]([C:55]([CH3:58])([CH3:57])[CH3:56])([CH3:54])[CH3:53])[O:43][C@H:42]2[CH2:67][C@@H:68]2[C:73](=[CH2:74])[C@H:72]([CH3:75])[CH2:71][C@H:70]([CH2:76][CH2:77][CH2:78][O:79][Si:80]([CH2:85][CH3:86])([CH2:83][CH3:84])[CH2:81][CH3:82])[O:69]2)S(C2C=CC=CC=2)(=O)=O)[CH2:27][CH2:28][C@@H:19]1[O:18]4)(=[O:8])[C:2]1[CH:7]=[CH:6][CH:5]=[CH:4][CH:3]=1.C(C(C(C([O-])=O)O)O)([O-])=O.[Na+].[K+].C(=O)([O-])[O-].[K+].[K+]. Product: [C:1]([O:9][C@@H:10]([CH2:89][C:90]([Br:92])=[CH2:91])[CH2:11][CH2:12][C@@:13]12[O:88][C@@H:16]3[C@H:17]4[C@@H:22]([O:23][C@@H:15]3[CH2:14]1)[C@@H:21]([O:24]2)[C@H:20]1[O:25][C@@H:26]([CH2:29][C:30](=[O:87])[CH2:31][C@@H:41]2[C@@H:45]([O:46][CH3:47])[C@@H:44]([CH2:48][C@H:49]([O:59][Si:60]([C:63]([CH3:65])([CH3:66])[CH3:64])([CH3:61])[CH3:62])[CH2:50][O:51][Si:52]([C:55]([CH3:58])([CH3:57])[CH3:56])([CH3:54])[CH3:53])[O:43][C@H:42]2[CH2:67][C@@H:68]2[C:73](=[CH2:74])[C@H:72]([CH3:75])[CH2:71][C@H:70]([CH2:76][CH2:77][CH2:78][O:79][Si:80]([CH2:81][CH3:82])([CH2:85][CH3:86])[CH2:83][CH3:84])[O:69]2)[CH2:27][CH2:28][C@@H:19]1[O:18]4)(=[O:8])[C:2]1[CH:3]=[CH:4][CH:5]=[CH:6][CH:7]=1. The catalyst class is: 87. (7) Reactant: [CH2:1]([O:3][C:4]1[CH:9]=[CH:8][C:7]([C:10]2[C:11]([C:16]([OH:18])=O)=[CH:12][CH:13]=[CH:14][CH:15]=2)=[CH:6][CH:5]=1)[CH3:2].[NH2:19][C:20]1[CH:25]=[CH:24][C:23]([N:26]([CH2:34][CH2:35][C:36]2[CH:41]=[CH:40][CH:39]=[CH:38][N:37]=2)[C:27](=[O:33])[O:28][C:29]([CH3:32])([CH3:31])[CH3:30])=[CH:22][CH:21]=1.C1C=CC2N(O)N=NC=2C=1.CCN=C=NCCCN(C)C. Product: [C:29]([O:28][C:27]([N:26]([CH2:34][CH2:35][C:36]1[CH:41]=[CH:40][CH:39]=[CH:38][N:37]=1)[C:23]1[CH:24]=[CH:25][C:20]([NH:19][C:16]([C:11]2[CH:12]=[CH:13][CH:14]=[CH:15][C:10]=2[C:7]2[CH:6]=[CH:5][C:4]([O:3][CH2:1][CH3:2])=[CH:9][CH:8]=2)=[O:18])=[CH:21][CH:22]=1)=[O:33])([CH3:32])([CH3:30])[CH3:31]. The catalyst class is: 30. (8) Reactant: [NH2:1][CH2:2][CH2:3][CH2:4][C@H:5]([NH:9][C:10]([C:12]1[C:13](=[O:26])[N:14]([CH2:18][C:19]2[CH:24]=[CH:23][CH:22]=[C:21]([Br:25])[CH:20]=2)[CH:15]=[CH:16][CH:17]=1)=[O:11])[C:6]([OH:8])=[O:7].[C:27]([OH:33])([C:29]([F:32])([F:31])[F:30])=[O:28].C(O)C.Cl.[C:38](=[NH:43])(OCC)[CH3:39]. Product: [Br:25][C:21]1[CH:20]=[C:19]([CH:24]=[CH:23][CH:22]=1)[CH2:18][N:14]1[CH:15]=[CH:16][CH:17]=[C:12]([C:10]([NH:9][C@@H:5]([CH2:4][CH2:3][CH2:2][NH:1][C:38](=[NH:43])[CH3:39])[C:6]([OH:8])=[O:7])=[O:11])[C:13]1=[O:26].[C:27]([OH:33])([C:29]([F:32])([F:31])[F:30])=[O:28]. The catalyst class is: 424.